Dataset: Catalyst prediction with 721,799 reactions and 888 catalyst types from USPTO. Task: Predict which catalyst facilitates the given reaction. (1) Reactant: Cl[C:2]1[N:7]2[CH:8]=[CH:9][N:10]=[C:6]2[CH:5]=[C:4]([C:11]2[CH:16]=[CH:15][C:14]([Cl:17])=[CH:13][C:12]=2[Cl:18])[N:3]=1.[NH2:19][CH2:20][CH2:21][OH:22]. Product: [Cl:18][C:12]1[CH:13]=[C:14]([Cl:17])[CH:15]=[CH:16][C:11]=1[C:4]1[N:3]=[C:2]([NH:19][CH2:20][CH2:21][OH:22])[N:7]2[CH:8]=[CH:9][N:10]=[C:6]2[CH:5]=1. The catalyst class is: 16. (2) The catalyst class is: 214. Product: [CH3:10][C:2]([C:11]1[CH:12]=[CH:13][C:14]([C:17]([NH:18][C:19]2[N:20]=[C:21]3[CH:26]=[CH:25][CH:24]=[C:23]([CH3:27])[N:22]3[CH:28]=2)=[O:29])=[CH:15][CH:16]=1)([CH3:1])[CH2:3][CH2:4][C:5]([OH:7])=[O:6]. Reactant: [CH3:1][C:2]([C:11]1[CH:16]=[CH:15][C:14]([C:17](=[O:29])[NH:18][C:19]2[N:20]=[C:21]3[CH:26]=[CH:25][CH:24]=[C:23]([CH3:27])[N:22]3[CH:28]=2)=[CH:13][CH:12]=1)([CH3:10])[CH2:3][CH2:4][C:5]([O:7]CC)=[O:6].[OH-].[K+]. (3) Reactant: C(OC([N:8]1[C:16]2[C:11](=[CH:12][CH:13]=[C:14]([NH:17][C:18]3[C:19]4[N:20]([CH:25]=[CH:26][N:27]=4)[CH:21]=[C:22]([Br:24])[N:23]=3)[CH:15]=2)[CH:10]=[CH:9]1)=O)(C)(C)C.C(O)(C(F)(F)F)=O. Product: [Br:24][C:22]1[N:23]=[C:18]([NH:17][C:14]2[CH:15]=[C:16]3[C:11]([CH:10]=[CH:9][NH:8]3)=[CH:12][CH:13]=2)[C:19]2[N:20]([CH:25]=[CH:26][N:27]=2)[CH:21]=1. The catalyst class is: 4.